Dataset: Catalyst prediction with 721,799 reactions and 888 catalyst types from USPTO. Task: Predict which catalyst facilitates the given reaction. (1) Reactant: Cl[C:2]1[CH:3]=[C:4]2[C:10]([C:11]3[CH:16]=[CH:15][C:14]([NH:17][C:18](=[O:24])[O:19][C:20]([CH3:23])([CH3:22])[CH3:21])=[CH:13][CH:12]=3)=[CH:9][N:8]([CH3:25])[C:5]2=[CH:6][N:7]=1. The catalyst class is: 105. Product: [CH3:25][N:8]1[C:5]2=[CH:6][N:7]=[CH:2][CH:3]=[C:4]2[C:10]([C:11]2[CH:12]=[CH:13][C:14]([NH:17][C:18](=[O:24])[O:19][C:20]([CH3:22])([CH3:21])[CH3:23])=[CH:15][CH:16]=2)=[CH:9]1. (2) Reactant: C(OC([N:8]1[C:16]2[C:11](=[CH:12][C:13]([C:17]3[C:26]([N:27]([CH3:31])[CH:28]([CH3:30])[CH3:29])=[N:25][C:24]4[C:19](=[CH:20][CH:21]=[C:22]([C:32]([O:34][CH3:35])=[O:33])[CH:23]=4)[N:18]=3)=[CH:14][CH:15]=2)[CH:10]=[N:9]1)=O)(C)(C)C.FC(F)(F)C(O)=O.O. Product: [NH:8]1[C:16]2[C:11](=[CH:12][C:13]([C:17]3[C:26]([N:27]([CH3:31])[CH:28]([CH3:30])[CH3:29])=[N:25][C:24]4[C:19](=[CH:20][CH:21]=[C:22]([C:32]([O:34][CH3:35])=[O:33])[CH:23]=4)[N:18]=3)=[CH:14][CH:15]=2)[CH:10]=[N:9]1. The catalyst class is: 4. (3) Reactant: [NH2:1][C:2]1[CH:12]=[CH:11][C:5]([C:6]([O:8]CC)=[O:7])=[CH:4][CH:3]=1.[CH2:13](OC(OCC)OCC)C.[N-:23]=[N+:24]=[N-:25].[Na+]. Product: [N:1]1([C:2]2[CH:12]=[CH:11][C:5]([C:6]([OH:8])=[O:7])=[CH:4][CH:3]=2)[CH:13]=[N:25][N:24]=[N:23]1. The catalyst class is: 15. (4) Reactant: [C:1]1([C:7]2[N:8]=[N:9][CH:10]=[C:11]([C:22]3[CH:27]=[CH:26][CH:25]=[CH:24][CH:23]=3)[C:12]=2[C:13]2[O:14][CH:15]=[C:16]([C:18]([O:20]C)=O)[N:17]=2)[CH:6]=[CH:5][CH:4]=[CH:3][CH:2]=1.[CH3:28][Mg+].[Br-]. Product: [C:1]1([C:7]2[N:8]=[N:9][CH:10]=[C:11]([C:22]3[CH:23]=[CH:24][CH:25]=[CH:26][CH:27]=3)[C:12]=2[C:13]2[O:14][CH:15]=[C:16]([C:18](=[O:20])[CH3:28])[N:17]=2)[CH:2]=[CH:3][CH:4]=[CH:5][CH:6]=1. The catalyst class is: 1. (5) Reactant: Cl[C:2]1[CH:7]=[C:6]([C:8]2[CH:13]=[CH:12][C:11]([Cl:14])=[C:10]([Cl:15])[CH:9]=2)[N:5]=[C:4]([CH:16]2[CH2:18][CH2:17]2)[N:3]=1.[NH2:19][CH2:20][C@@H:21]([C:23]1[CH:28]=[CH:27][CH:26]=[CH:25][CH:24]=1)[OH:22].C([O-])(O)=O.[Na+].O1CCOCC1. Product: [CH:16]1([C:4]2[N:3]=[C:2]([NH:19][CH2:20][C@@H:21]([C:23]3[CH:28]=[CH:27][CH:26]=[CH:25][CH:24]=3)[OH:22])[CH:7]=[C:6]([C:8]3[CH:13]=[CH:12][C:11]([Cl:14])=[C:10]([Cl:15])[CH:9]=3)[N:5]=2)[CH2:18][CH2:17]1. The catalyst class is: 6. (6) Reactant: CS(O)(=O)=O.[CH3:6][C:7]1[C@@H:24]([O:25][C:26]([C@H:28]([OH:44])[C@@H:29]([NH:36][C:37]([O:39][C:40]([CH3:43])([CH3:42])[CH3:41])=[O:38])[C:30]2[CH:31]=[CH:32][CH:33]=[CH:34][CH:35]=2)=[O:27])[CH2:23][C@:19]2([OH:45])[C:20]([CH3:22])([CH3:21])[C:8]=1[C@@H:9]([O:64][CH3:65])[C:10]([C@@:12]1([CH3:63])[C@H:17]([C@@H:18]2[O:46][C:47]([C:49]2[CH:50]=[CH:51][CH:52]=[CH:53][CH:54]=2)=[O:48])[C@:16]2([O:57][C:58]([CH3:60])=[O:59])[CH2:55][O:56][C@@H:15]2[CH2:14][C@@H:13]1[O:61][CH3:62])=[O:11].[C:66]([C:76]([NH2:84])([CH2:80][CH2:81][CH2:82][CH3:83])C([O-])=O)([O:68]CC1C=CC=CC=1)=[O:67].C. Product: [CH3:6][C:7]1[C@@H:24]([O:25][C:26]([C@H:28]([OH:44])[C@@H:29]([NH:36][C:37]([O:39][C:40]([CH3:41])([CH3:42])[CH3:43])=[O:38])[C:30]2[CH:31]=[CH:32][CH:33]=[CH:34][CH:35]=2)=[O:27])[CH2:23][C@:19]2([OH:45])[C:20]([CH3:21])([CH3:22])[C:8]=1[C@@H:9]([O:64][CH3:65])[C:10]([C@@:12]1([CH3:63])[C@H:17]([C@@H:18]2[O:46][C:47]([C:49]2[CH:54]=[CH:53][CH:52]=[CH:51][CH:50]=2)=[O:48])[C@:16]2([O:57][C:58]([CH3:60])=[O:59])[CH2:55][O:56][C@@H:15]2[CH2:14][C@@H:13]1[O:61][CH3:62])=[O:11].[NH2:84][CH:76]([CH2:80][CH2:81][CH2:82][CH3:83])[C:66]([O-:68])=[O:67]. The catalyst class is: 358.